The task is: Predict which catalyst facilitates the given reaction.. This data is from Catalyst prediction with 721,799 reactions and 888 catalyst types from USPTO. (1) Reactant: [NH2:1][C:2]1[CH:7]=[CH:6][CH:5]=[CH:4][C:3]=1[S:8]([NH:11][C:12]1[CH:21]=[CH:20][C:19]2[CH2:18][CH2:17][CH2:16][CH2:15][C:14]=2[C:13]=1[C:22]([OH:24])=[O:23])(=[O:10])=[O:9].Cl[C:26](Cl)([O:28][C:29](=[O:35])OC(Cl)(Cl)Cl)Cl.[CH2:37]([N:39]([CH2:43]C)[CH2:40][CH2:41]O)[CH3:38]. Product: [CH2:37]([N:39]([CH2:40][CH3:41])[CH2:43][CH2:26][O:28][C:29]([NH:1][C:2]1[CH:7]=[CH:6][CH:5]=[CH:4][C:3]=1[S:8]([NH:11][C:12]1[CH:21]=[CH:20][C:19]2[CH2:18][CH2:17][CH2:16][CH2:15][C:14]=2[C:13]=1[C:22]([OH:24])=[O:23])(=[O:10])=[O:9])=[O:35])[CH3:38]. The catalyst class is: 17. (2) Reactant: [ClH:1].[C:2]([C:6]1[CH:7]=[C:8]([C:17]2[O:18][CH:19]=[C:20]([CH2:22][CH2:23][N:24]3[CH2:29][CH2:28][N:27](C(OC(C)(C)C)=O)[CH2:26][CH2:25]3)[N:21]=2)[CH:9]=[C:10]([C:13]([CH3:16])([CH3:15])[CH3:14])[C:11]=1[OH:12])([CH3:5])([CH3:4])[CH3:3]. Product: [ClH:1].[C:2]([C:6]1[CH:7]=[C:8]([C:17]2[O:18][CH:19]=[C:20]([CH2:22][CH2:23][N:24]3[CH2:25][CH2:26][NH:27][CH2:28][CH2:29]3)[N:21]=2)[CH:9]=[C:10]([C:13]([CH3:16])([CH3:15])[CH3:14])[C:11]=1[OH:12])([CH3:4])([CH3:5])[CH3:3]. The catalyst class is: 13. (3) The catalyst class is: 2. Reactant: [OH:1][C:2]1[CH:7]=[C:6]([OH:8])[CH:5]=[CH:4][C:3]=1[C:9](=[O:22])[CH2:10][C:11]1[CH:20]=[CH:19][C:14]([C:15]([O:17][CH3:18])=[O:16])=[CH:13][C:12]=1[F:21].[C:23](O[C:23]([C:25]([F:28])([F:27])[F:26])=O)([C:25]([F:28])([F:27])[F:26])=O. Product: [F:21][C:12]1[CH:13]=[C:14]([CH:19]=[CH:20][C:11]=1[C:10]1[C:9](=[O:22])[C:3]2[C:2](=[CH:7][C:6]([OH:8])=[CH:5][CH:4]=2)[O:1][C:23]=1[C:25]([F:28])([F:27])[F:26])[C:15]([O:17][CH3:18])=[O:16]. (4) Reactant: [Cl-].[Al+3].[Cl-].[Cl-].[O:5]1[C:10]2[CH:11]=[CH:12][CH:13]=[CH:14][C:9]=2[NH:8][C:7](=[O:15])[CH2:6]1.[Cl:16][C:17]1[CH:22]=[CH:21][C:20]([CH2:23][C:24](Cl)=[O:25])=[CH:19][CH:18]=1.O. Product: [Cl:16][C:17]1[CH:22]=[CH:21][C:20]([CH2:23][C:24]([C:13]2[CH:12]=[CH:11][C:10]3[O:5][CH2:6][C:7](=[O:15])[NH:8][C:9]=3[CH:14]=2)=[O:25])=[CH:19][CH:18]=1. The catalyst class is: 756. (5) Reactant: O=S(Cl)[Cl:3].[O:5]1[C:9]2([CH2:14][CH2:13][CH:12]([CH2:15]O)[CH2:11][CH2:10]2)[O:8][CH2:7][CH2:6]1.N1C=CC=CC=1. Product: [Cl:3][CH2:15][CH:12]1[CH2:13][CH2:14][C:9]2([O:8][CH2:7][CH2:6][O:5]2)[CH2:10][CH2:11]1. The catalyst class is: 22. (6) Reactant: Cl[C:2]1[S:3][C:4]([CH2:7][C:8]2[CH:13]=[C:12]([C@H:14]3[C@H:19]([O:20][CH2:21][C:22]4[CH:27]=[CH:26][CH:25]=[CH:24][CH:23]=4)[C@@H:18]([O:28][CH2:29][C:30]4[CH:35]=[CH:34][CH:33]=[CH:32][CH:31]=4)[C@H:17]([O:36][CH2:37][C:38]4[CH:43]=[CH:42][CH:41]=[CH:40][CH:39]=4)[C@@H:16]([CH2:44][O:45][CH2:46][C:47]4[CH:52]=[CH:51][CH:50]=[CH:49][CH:48]=4)[O:15]3)[CH:11]=[CH:10][C:9]=2[Cl:53])=[N:5][N:6]=1.[CH3:54][S-:55].[Na+]. Product: [Cl:53][C:9]1[CH:10]=[CH:11][C:12]([C@H:14]2[C@H:19]([O:20][CH2:21][C:22]3[CH:23]=[CH:24][CH:25]=[CH:26][CH:27]=3)[C@@H:18]([O:28][CH2:29][C:30]3[CH:31]=[CH:32][CH:33]=[CH:34][CH:35]=3)[C@H:17]([O:36][CH2:37][C:38]3[CH:43]=[CH:42][CH:41]=[CH:40][CH:39]=3)[C@@H:16]([CH2:44][O:45][CH2:46][C:47]3[CH:48]=[CH:49][CH:50]=[CH:51][CH:52]=3)[O:15]2)=[CH:13][C:8]=1[CH2:7][C:4]1[S:3][C:2]([S:55][CH3:54])=[N:6][N:5]=1. The catalyst class is: 7. (7) Reactant: [Br:1][C:2]1[CH:3]=[C:4]2[C:8](=[CH:9][CH:10]=1)[N:7](S(C1C=CC=CC=1)(=O)=O)[C:6]([C:20]([O:22][CH2:23][CH3:24])=[O:21])=[C:5]2[S:25](Cl)(=[O:27])=[O:26].[NH:29]1[CH2:33][CH2:32][CH2:31][CH2:30]1.CCN(C(C)C)C(C)C. Product: [Br:1][C:2]1[CH:3]=[C:4]2[C:8](=[CH:9][CH:10]=1)[NH:7][C:6]([C:20]([O:22][CH2:23][CH3:24])=[O:21])=[C:5]2[S:25]([N:29]1[CH2:33][CH2:32][CH2:31][CH2:30]1)(=[O:26])=[O:27]. The catalyst class is: 2. (8) Reactant: CC(C)([O-])C.[K+].[CH3:7][C:8]1[CH:9]=[N:10][NH:11][CH:12]=1.Cl[C:14]1[S:15][CH:16]=[CH:17][C:18]=1[N+:19]([O-:21])=[O:20]. Product: [CH3:7][C:8]1[CH:9]=[N:10][N:11]([C:14]2[S:15][CH:16]=[CH:17][C:18]=2[N+:19]([O-:21])=[O:20])[CH:12]=1. The catalyst class is: 163. (9) Reactant: [C:1]([O:5][C:6](=[O:29])[NH:7][C:8]([C:10]1[S:11][C:12]([S:27][CH3:28])=[C:13]([S:15]([C:18]2[CH:23]=[CH:22][CH:21]=[C:20](B(O)O)[CH:19]=2)(=[O:17])=[O:16])[CH:14]=1)=[NH:9])([CH3:4])([CH3:3])[CH3:2].I[C:31]1[C:36]([CH3:37])=[CH:35][C:34]([N+:38]([O-:40])=[O:39])=[CH:33][N:32]=1.O. Product: [C:1]([O:5][C:6](=[O:29])[NH:7][C:8](=[NH:9])[C:10]1[S:11][C:12]([S:27][CH3:28])=[C:13]([S:15]([C:18]2[CH:23]=[CH:22][CH:21]=[C:20]([C:31]3[C:36]([CH3:37])=[CH:35][C:34]([N+:38]([O-:40])=[O:39])=[CH:33][N:32]=3)[CH:19]=2)(=[O:17])=[O:16])[CH:14]=1)([CH3:4])([CH3:3])[CH3:2]. The catalyst class is: 128.